This data is from Peptide-MHC class I binding affinity with 185,985 pairs from IEDB/IMGT. The task is: Regression. Given a peptide amino acid sequence and an MHC pseudo amino acid sequence, predict their binding affinity value. This is MHC class I binding data. (1) The peptide sequence is RVRRLNWAA. The MHC is HLA-A02:06 with pseudo-sequence HLA-A02:06. The binding affinity (normalized) is 0.526. (2) The peptide sequence is ETMKPAAMV. The MHC is HLA-A02:11 with pseudo-sequence HLA-A02:11. The binding affinity (normalized) is 0.626. (3) The binding affinity (normalized) is 0.619. The peptide sequence is YMNGTMSQV. The MHC is HLA-A02:01 with pseudo-sequence HLA-A02:01. (4) The peptide sequence is ILKEHVSRY. The MHC is HLA-B40:01 with pseudo-sequence HLA-B40:01. The binding affinity (normalized) is 0.0847. (5) The peptide sequence is MMSAPPAEY. The MHC is HLA-A01:01 with pseudo-sequence HLA-A01:01. The binding affinity (normalized) is 0.519. (6) The peptide sequence is FPRIWLHGL. The MHC is HLA-B44:03 with pseudo-sequence HLA-B44:03. The binding affinity (normalized) is 0. (7) The peptide sequence is CVDIFTEGK. The MHC is HLA-A31:01 with pseudo-sequence HLA-A31:01. The binding affinity (normalized) is 0.104. (8) The peptide sequence is RRWQQLLAL. The binding affinity (normalized) is 0.371. The MHC is Mamu-A07 with pseudo-sequence Mamu-A07.